Task: Predict the product of the given reaction.. Dataset: Forward reaction prediction with 1.9M reactions from USPTO patents (1976-2016) (1) Given the reactants [Cl:1][C:2]1[C:10]2[N:9]=[C:8]([O:11][C:12]3[C:17]([Cl:18])=[CH:16][C:15]([O:19][C:20]([F:23])([F:22])[F:21])=[CH:14][C:13]=3[Cl:24])[N:7]([CH2:25][CH2:26][O:27]CC3C=CC(OC)=CC=3)[C:6]=2[C:5]([CH:37]([CH2:40][CH3:41])[CH2:38][CH3:39])=[CH:4][CH:3]=1.FC(F)(F)C(O)=O, predict the reaction product. The product is: [Cl:1][C:2]1[C:10]2[N:9]=[C:8]([O:11][C:12]3[C:13]([Cl:24])=[CH:14][C:15]([O:19][C:20]([F:21])([F:22])[F:23])=[CH:16][C:17]=3[Cl:18])[N:7]([CH2:25][CH2:26][OH:27])[C:6]=2[C:5]([CH:37]([CH2:40][CH3:41])[CH2:38][CH3:39])=[CH:4][CH:3]=1. (2) Given the reactants F[C:2]1[CH:7]=[CH:6][C:5]([N+:8]([O-])=O)=[CH:4][C:3]=1[C:11]([F:14])([F:13])[F:12].[CH3:15][N:16]1[CH2:21][CH2:20][NH:19][CH2:18][CH2:17]1.C(=O)([O-])[O-].[K+].[K+].C(=O)(O)[O-].[Na+], predict the reaction product. The product is: [CH3:15][N:16]1[CH2:21][CH2:20][N:19]([C:2]2[CH:7]=[CH:6][C:5]([NH2:8])=[CH:4][C:3]=2[C:11]([F:14])([F:13])[F:12])[CH2:18][CH2:17]1. (3) Given the reactants [CH3:1][S:2]([CH:5]([CH3:11])[C:6]([O:8][CH2:9][CH3:10])=[O:7])(=[O:4])=[O:3].I[CH2:13][CH2:14][N:15]1[CH:19]=[C:18]([C:20]2[CH:25]=[CH:24][CH:23]=[CH:22][CH:21]=2)[N:17]=[CH:16]1.C([O-])([O-])=O.[Cs+].[Cs+].CCOC(C)=O, predict the reaction product. The product is: [CH3:11][C:5]([S:2]([CH3:1])(=[O:3])=[O:4])([CH2:13][CH2:14][N:15]1[CH:19]=[C:18]([C:20]2[CH:25]=[CH:24][CH:23]=[CH:22][CH:21]=2)[N:17]=[CH:16]1)[C:6]([O:8][CH2:9][CH3:10])=[O:7]. (4) Given the reactants [F:1][C:2]1([F:33])[O:6][C:5]2[CH:7]=[CH:8][C:9]([C:11]3([C:14]([NH:16][C@@H:17]4[CH2:22][CH2:21][O:20][C@@H:19]([C:23]5[CH:24]=[C:25]([CH:30]=[CH:31][CH:32]=5)[C:26](OC)=[O:27])[CH2:18]4)=[O:15])[CH2:13][CH2:12]3)=[CH:10][C:4]=2[O:3]1.[BH4-].[Na+], predict the reaction product. The product is: [F:33][C:2]1([F:1])[O:6][C:5]2[CH:7]=[CH:8][C:9]([C:11]3([C:14]([NH:16][C@@H:17]4[CH2:22][CH2:21][O:20][C@@H:19]([C:23]5[CH:32]=[CH:31][CH:30]=[C:25]([CH2:26][OH:27])[CH:24]=5)[CH2:18]4)=[O:15])[CH2:13][CH2:12]3)=[CH:10][C:4]=2[O:3]1.